Predict the reactants needed to synthesize the given product. From a dataset of Full USPTO retrosynthesis dataset with 1.9M reactions from patents (1976-2016). (1) Given the product [CH3:9][O:8][C:6]1[C:5]([O:10][CH3:11])=[CH:4][N:3]=[C:2]([C:18]2[CH:19]=[C:14]([CH:15]=[CH:16][CH:17]=2)[C:12]#[N:13])[N:7]=1, predict the reactants needed to synthesize it. The reactants are: Cl[C:2]1[N:7]=[C:6]([O:8][CH3:9])[C:5]([O:10][CH3:11])=[CH:4][N:3]=1.[C:12]([C:14]1[CH:15]=[C:16](B(O)O)[CH:17]=[CH:18][CH:19]=1)#[N:13].C([O-])([O-])=O.[Na+].[Na+]. (2) The reactants are: [CH3:1][C:2]1[N:6]([CH2:7][C:8]2[CH:13]=[CH:12][CH:11]=[C:10]([C:14]([N:16]3[CH2:21][CH2:20][N:19]([CH3:22])[CH2:18][CH2:17]3)=[O:15])[CH:9]=2)[CH:5]=[C:4]([C:23](O)=O)[CH:3]=1.[F:26][C:27]([F:39])([F:38])[C:28]1[CH:37]=[CH:36][C:31]([C:32]([NH2:35])=[N:33][OH:34])=[CH:30][CH:29]=1. Given the product [CH3:22][N:19]1[CH2:18][CH2:17][N:16]([C:14]([C:10]2[CH:11]=[CH:12][CH:13]=[C:8]([CH2:7][N:6]3[CH:5]=[C:4]([C:23]4[O:34][N:33]=[C:32]([C:31]5[CH:36]=[CH:37][C:28]([C:27]([F:38])([F:39])[F:26])=[CH:29][CH:30]=5)[N:35]=4)[CH:3]=[C:2]3[CH3:1])[CH:9]=2)=[O:15])[CH2:21][CH2:20]1, predict the reactants needed to synthesize it. (3) Given the product [CH3:26][O:27][C:28](=[O:35])[CH2:29][CH2:30][S:31](=[O:33])(=[O:32])[NH:1][CH2:2][C:3]1[N:4]=[C:5]([NH:8][C:9]([NH:11][C:12]2[CH:17]=[CH:16][C:15]([CH3:18])=[CH:14][C:13]=2[C:19]([CH:21]2[CH2:25][CH2:24][CH2:23][CH2:22]2)=[O:20])=[O:10])[S:6][CH:7]=1, predict the reactants needed to synthesize it. The reactants are: [NH2:1][CH2:2][C:3]1[N:4]=[C:5]([NH:8][C:9]([NH:11][C:12]2[CH:17]=[CH:16][C:15]([CH3:18])=[CH:14][C:13]=2[C:19]([CH:21]2[CH2:25][CH2:24][CH2:23][CH2:22]2)=[O:20])=[O:10])[S:6][CH:7]=1.[CH3:26][O:27][C:28](=[O:35])[CH2:29][CH2:30][S:31](Cl)(=[O:33])=[O:32].